This data is from Catalyst prediction with 721,799 reactions and 888 catalyst types from USPTO. The task is: Predict which catalyst facilitates the given reaction. Reactant: [F:1][C:2]1[CH:3]=[C:4]([C:10]2[O:11][C:12]3[C:17]([C:18](=[O:20])[CH:19]=2)=[CH:16][CH:15]=[CH:14][CH:13]=3)[CH:5]=[CH:6][C:7]=1[O:8]C.CC(O)=O. Product: [F:1][C:2]1[CH:3]=[C:4]([C:10]2[O:11][C:12]3[C:17]([C:18](=[O:20])[CH:19]=2)=[CH:16][CH:15]=[CH:14][CH:13]=3)[CH:5]=[CH:6][C:7]=1[OH:8]. The catalyst class is: 6.